The task is: Predict which catalyst facilitates the given reaction.. This data is from Catalyst prediction with 721,799 reactions and 888 catalyst types from USPTO. (1) Reactant: C(OC(=O)[NH:7][CH:8]1[CH2:13][CH2:12][N:11]([C:14]2[C:19]([Cl:20])=[CH:18][C:17]([C:21]([F:24])([F:23])[F:22])=[CH:16][N:15]=2)[CH2:10][CH2:9]1)(C)(C)C.CO.Cl. Product: [Cl:20][C:19]1[C:14]([N:11]2[CH2:10][CH2:9][CH:8]([NH2:7])[CH2:13][CH2:12]2)=[N:15][CH:16]=[C:17]([C:21]([F:23])([F:24])[F:22])[CH:18]=1. The catalyst class is: 523. (2) Reactant: [O:1]1[C:5]2[CH:6]=[CH:7][C:8]([CH:10]=[O:11])=[CH:9][C:4]=2[O:3][CH2:2]1.C(=O)([O-])[O-].[K+].[K+].[N+:18]([CH2:20]S(C1C=CC(C)=CC=1)(=O)=O)#[C-:19]. Product: [O:1]1[C:5]2[CH:6]=[CH:7][C:8]([C:10]3[O:11][CH:20]=[N:18][CH:19]=3)=[CH:9][C:4]=2[O:3][CH2:2]1. The catalyst class is: 5.